From a dataset of Full USPTO retrosynthesis dataset with 1.9M reactions from patents (1976-2016). Predict the reactants needed to synthesize the given product. The reactants are: [Br:1][C:2]1[CH:7]=[CH:6][C:5]([CH:8]([CH3:12])[C:9](O)=[O:10])=[CH:4][CH:3]=1.CN(C=O)C.C(Cl)(=O)C([Cl:21])=O. Given the product [Br:1][C:2]1[CH:7]=[CH:6][C:5]([CH:8]([CH3:12])[C:9]([Cl:21])=[O:10])=[CH:4][CH:3]=1, predict the reactants needed to synthesize it.